Regression/Classification. Given a drug SMILES string, predict its absorption, distribution, metabolism, or excretion properties. Task type varies by dataset: regression for continuous measurements (e.g., permeability, clearance, half-life) or binary classification for categorical outcomes (e.g., BBB penetration, CYP inhibition). Dataset: cyp1a2_veith. From a dataset of CYP1A2 inhibition data for predicting drug metabolism from PubChem BioAssay. The molecule is Nc1ncnc2c1ncn2[C@H]1O[C@@H](C(=O)O)[C@@H](O)[C@H]1O. The result is 0 (non-inhibitor).